Dataset: Forward reaction prediction with 1.9M reactions from USPTO patents (1976-2016). Task: Predict the product of the given reaction. (1) Given the reactants [F:1][C:2]([F:31])([F:30])[C:3]1[CH:4]=[C:5]([NH:13][C:14](SC)=[C:15]([S:18]([C:21]2[CH:26]=[CH:25][C:24]([Cl:27])=[CH:23][CH:22]=2)(=[O:20])=[O:19])[C:16]#[N:17])[CH:6]=[C:7]([C:9]([F:12])([F:11])[F:10])[CH:8]=1.[CH3:32][C@H:33]([NH2:38])[C:34]([CH3:37])([CH3:36])[CH3:35], predict the reaction product. The product is: [F:10][C:9]([F:12])([F:11])[C:7]1[CH:6]=[C:5]([NH:13][C:14]([NH:38][C@@H:33]([CH3:32])[C:34]([CH3:37])([CH3:36])[CH3:35])=[C:15]([S:18]([C:21]2[CH:26]=[CH:25][C:24]([Cl:27])=[CH:23][CH:22]=2)(=[O:19])=[O:20])[C:16]#[N:17])[CH:4]=[C:3]([C:2]([F:31])([F:1])[F:30])[CH:8]=1. (2) Given the reactants [Cl:1][C:2]1[C:9]([CH3:10])=[C:8]([NH:11][C@@H:12]([C:16]2[O:17][C:18]([C:21]3[CH:26]=[CH:25][C:24]([C:27]#[N:28])=[CH:23][CH:22]=3)=[N:19][N:20]=2)[C@@H:13]([OH:15])[CH3:14])[CH:7]=[CH:6][C:3]=1[C:4]#[N:5].N1C=CC=CC=1.[C:35](Cl)(=[O:37])[CH3:36], predict the reaction product. The product is: [C:35]([O:15][C@@H:13]([CH3:14])[C@@H:12]([NH:11][C:8]1[CH:7]=[CH:6][C:3]([C:4]#[N:5])=[C:2]([Cl:1])[C:9]=1[CH3:10])[C:16]1[O:17][C:18]([C:21]2[CH:22]=[CH:23][C:24]([C:27]#[N:28])=[CH:25][CH:26]=2)=[N:19][N:20]=1)(=[O:37])[CH3:36]. (3) The product is: [N+:31]([C:34]1[CH:35]=[C:36]([C:37]2[S:2][C:3]3[CH:28]=[C:27]([O:29][CH3:30])[CH:26]=[CH:25][C:4]=3[CH:5]=2)[CH:40]=[CH:41][N:42]=1)([O-:33])=[O:32]. Given the reactants [Br-].[SH:2][C:3]1[CH:28]=[C:27]([O:29][CH3:30])[CH:26]=[CH:25][C:4]=1[CH2:5][P+](C1C=CC=CC=1)(C1C=CC=CC=1)C1C=CC=CC=1.[N+:31]([C:34]1[CH:35]=[C:36]([CH:40]=[CH:41][N:42]=1)[C:37](Cl)=O)([O-:33])=[O:32].[N+](C1C=C(C2OC3C=C(OC)C=CC=3C=2)C=CN=1)([O-])=O, predict the reaction product.